This data is from Forward reaction prediction with 1.9M reactions from USPTO patents (1976-2016). The task is: Predict the product of the given reaction. (1) Given the reactants [C:1]1([S:7]([N:10]2[CH2:15][CH2:14][NH:13][C:12](=[O:16])[CH2:11]2)(=[O:9])=[O:8])[CH:6]=[CH:5][CH:4]=[CH:3][CH:2]=1.F[B-](F)(F)F.[CH3:22][OH+](C)(C)C, predict the reaction product. The product is: [CH3:22][O:16][C:12]1[CH2:11][N:10]([S:7]([C:1]2[CH:2]=[CH:3][CH:4]=[CH:5][CH:6]=2)(=[O:9])=[O:8])[CH2:15][CH2:14][N:13]=1. (2) Given the reactants C([O:3][C:4]([C@@:6]1([NH:11][C:12](=[O:48])[C@@H:13]2[CH2:17][C@@H:16]([O:18][C:19]3[C:28]4[C:23](=[CH:24][C:25]([O:29][CH3:30])=[CH:26][CH:27]=4)[N:22]=[C:21]([C:31]4[CH:36]=[CH:35][CH:34]=[CH:33][CH:32]=4)[CH:20]=3)[CH2:15][N:14]2[C:37]([NH:39][NH:40][CH2:41][C:42]2[CH:47]=[CH:46][CH:45]=[CH:44][CH:43]=2)=[O:38])[CH2:8][C@H:7]1[CH:9]=[CH2:10])=[O:5])C.[Li+].[OH-].Cl, predict the reaction product. The product is: [CH2:41]([NH:40][NH:39][C:37]([N:14]1[CH2:15][C@H:16]([O:18][C:19]2[C:28]3[C:23](=[CH:24][C:25]([O:29][CH3:30])=[CH:26][CH:27]=3)[N:22]=[C:21]([C:31]3[CH:36]=[CH:35][CH:34]=[CH:33][CH:32]=3)[CH:20]=2)[CH2:17][C@H:13]1[C:12]([NH:11][C@:6]1([C:4]([OH:5])=[O:3])[CH2:8][C@H:7]1[CH:9]=[CH2:10])=[O:48])=[O:38])[C:42]1[CH:43]=[CH:44][CH:45]=[CH:46][CH:47]=1. (3) Given the reactants [Cl:1][C:2]1[CH:19]=[C:18]([Cl:20])[CH:17]=[CH:16][C:3]=1[CH2:4][NH:5][C:6]([C:8]1[C:9]([O:13][CH2:14][CH3:15])=[N:10][NH:11][CH:12]=1)=[O:7].C(=O)([O-])[O-].[K+].[K+].Br[CH2:28][C:29]([O:31][CH2:32][CH3:33])=[O:30].O, predict the reaction product. The product is: [Cl:1][C:2]1[CH:19]=[C:18]([Cl:20])[CH:17]=[CH:16][C:3]=1[CH2:4][NH:5][C:6]([C:8]1[C:9]([O:13][CH2:14][CH3:15])=[N:10][N:11]([CH2:28][C:29]([O:31][CH2:32][CH3:33])=[O:30])[CH:12]=1)=[O:7]. (4) Given the reactants [Cl:1][C:2]1[C:7]([O:8][CH3:9])=[CH:6][CH:5]=[CH:4][C:3]=1[OH:10].[Cl-].[Mg+2].[Cl-].[CH2:14]=[O:15].Cl, predict the reaction product. The product is: [Cl:1][C:2]1[C:3]([OH:10])=[C:4]([CH:5]=[CH:6][C:7]=1[O:8][CH3:9])[CH:14]=[O:15].